Dataset: Catalyst prediction with 721,799 reactions and 888 catalyst types from USPTO. Task: Predict which catalyst facilitates the given reaction. (1) Reactant: [NH2:1][C:2]1[C:3]2[N:4]([C:8]([C@H:25]3[CH2:30][CH2:29][C@H:28]([CH2:31]OS(C4C=CC(C)=CC=4)(=O)=O)[CH2:27][CH2:26]3)=[N:9][C:10]=2[C:11]2[CH:16]=[CH:15][CH:14]=[C:13]([O:17][CH2:18][C:19]3[CH:24]=[CH:23][CH:22]=[CH:21][CH:20]=3)[CH:12]=2)[CH:5]=[CH:6][N:7]=1.[NH:43]1[CH2:46][CH2:45][CH2:44]1. Product: [N:43]1([CH2:31][C@H:28]2[CH2:29][CH2:30][C@H:25]([C:8]3[N:4]4[CH:5]=[CH:6][N:7]=[C:2]([NH2:1])[C:3]4=[C:10]([C:11]4[CH:16]=[CH:15][CH:14]=[C:13]([O:17][CH2:18][C:19]5[CH:20]=[CH:21][CH:22]=[CH:23][CH:24]=5)[CH:12]=4)[N:9]=3)[CH2:26][CH2:27]2)[CH2:46][CH2:45][CH2:44]1. The catalyst class is: 1. (2) Reactant: [Br:1][C:2]1[CH:3]=[C:4]([NH:13][CH:14]2[CH2:19][CH2:18][O:17][CH2:16][CH2:15]2)[C:5]([CH3:12])=[C:6]([CH:11]=1)[C:7]([O:9][CH3:10])=[O:8].C=O.[C:22](O)(=O)C.C(O[BH-](OC(=O)C)OC(=O)C)(=O)C.[Na+]. Product: [Br:1][C:2]1[CH:3]=[C:4]([N:13]([CH3:22])[CH:14]2[CH2:19][CH2:18][O:17][CH2:16][CH2:15]2)[C:5]([CH3:12])=[C:6]([CH:11]=1)[C:7]([O:9][CH3:10])=[O:8]. The catalyst class is: 26. (3) The catalyst class is: 1. Reactant: [CH:1]1([C:6]([OH:8])=O)[CH2:5][CH2:4][CH2:3][CH2:2]1.S(Cl)(Cl)=O.[H-].[Na+].[C:15]([O:23][CH2:24][CH3:25])(=[O:22])[CH2:16][C:17]([O:19][CH2:20][CH3:21])=[O:18]. Product: [CH2:20]([O:19][C:17](=[O:18])[CH:16]([C:6]([CH:1]1[CH2:2][CH2:3][CH2:4][CH2:5]1)=[O:8])[C:15]([O:23][CH2:24][CH3:25])=[O:22])[CH3:21]. (4) Reactant: [CH:1]([C:3]1[CH:4]=[C:5]2[C:10](=[CH:11][CH:12]=1)[N:9]=[CH:8][C:7]([C:13]#[N:14])=[C:6]2[O:15][CH2:16][CH2:17][O:18][CH3:19])=O.[CH:20]1([NH:23][C:24]2[S:25][CH2:26][C:27](=[O:29])[N:28]=2)[CH2:22][CH2:21]1.C([O-])(=O)C.[Na+]. Product: [CH:20]1([NH:23][C:24]2[S:25]/[C:26](=[CH:1]\[C:3]3[CH:4]=[C:5]4[C:10](=[CH:11][CH:12]=3)[N:9]=[CH:8][C:7]([C:13]#[N:14])=[C:6]4[O:15][CH2:16][CH2:17][O:18][CH3:19])/[C:27](=[O:29])[N:28]=2)[CH2:22][CH2:21]1. The catalyst class is: 15. (5) Reactant: [O:1]=[C:2]1[O:6][CH2:5][CH2:4][O:3]1.S=C1OCCO1.[CH3:13][C:14]([CH3:29])([CH2:20][O:21][Si:22]([CH3:28])([CH3:27])[C:23]([CH3:26])([CH3:25])[CH3:24])[CH2:15]C(O)CO.C(Cl)(Cl)=O.C1(C)C=CC=CC=1.CN(C)C1C=CC=CC=1. Product: [CH3:15][C:14]([CH3:29])([CH2:20][O:21][Si:22]([CH3:28])([CH3:27])[C:23]([CH3:26])([CH3:25])[CH3:24])[CH2:13][CH:4]1[CH2:5][O:6][C:2](=[O:1])[O:3]1. The catalyst class is: 4.